From a dataset of Forward reaction prediction with 1.9M reactions from USPTO patents (1976-2016). Predict the product of the given reaction. (1) Given the reactants Cl[C:2]1[CH:7]=[CH:6][C:5]([O:8][CH3:9])=[CH:4][CH:3]=1.[CH2:10]([NH2:17])[C:11]1[CH:16]=[CH:15][CH:14]=[CH:13][CH:12]=1.CC([O-])(C)C.[Na+].O(CCCC)CCCC, predict the reaction product. The product is: [CH2:10]([NH:17][C:2]1[CH:7]=[CH:6][C:5]([O:8][CH3:9])=[CH:4][CH:3]=1)[C:11]1[CH:16]=[CH:15][CH:14]=[CH:13][CH:12]=1. (2) Given the reactants [N+:1]([C:4]1[CH:13]=[C:12]2[C:7]([CH2:8][NH:9][C:10]3[N:11]2[N:14]=[C:15]([C:20]2[CH:25]=[CH:24][C:23]([O:26][C:27]4[CH:32]=[CH:31][CH:30]=[CH:29][CH:28]=4)=[CH:22][CH:21]=2)[C:16]=3[C:17]([NH2:19])=[O:18])=[CH:6][CH:5]=1)([O-])=O, predict the reaction product. The product is: [NH2:1][C:4]1[CH:13]=[C:12]2[C:7]([CH2:8][NH:9][C:10]3[N:11]2[N:14]=[C:15]([C:20]2[CH:25]=[CH:24][C:23]([O:26][C:27]4[CH:28]=[CH:29][CH:30]=[CH:31][CH:32]=4)=[CH:22][CH:21]=2)[C:16]=3[C:17]([NH2:19])=[O:18])=[CH:6][CH:5]=1. (3) Given the reactants [C:1]([O:5][C:6]([N:8]1[CH2:13][CH2:12][CH:11]([NH:14][CH3:15])[CH2:10][CH2:9]1)=[O:7])([CH3:4])([CH3:3])[CH3:2].[CH3:16][S:17]([CH2:20][CH2:21][CH2:22]OS(C1C=CC(C)=CC=1)(=O)=O)(=[O:19])=[O:18].C(=O)([O-])[O-].[K+].[K+], predict the reaction product. The product is: [C:1]([O:5][C:6]([N:8]1[CH2:9][CH2:10][CH:11]([N:14]([CH2:22][CH2:21][CH2:20][S:17]([CH3:16])(=[O:19])=[O:18])[CH3:15])[CH2:12][CH2:13]1)=[O:7])([CH3:4])([CH3:3])[CH3:2]. (4) Given the reactants [Cl:1][C:2]1[CH:7]=[CH:6][C:5]([S:8]([C:11]2([C:18]3[CH:23]=[C:22]([F:24])[CH:21]=[CH:20][C:19]=3[F:25])CCC(=O)C[CH2:12]2)(=[O:10])=[O:9])=[CH:4][CH:3]=1.[BH4-].[Na+], predict the reaction product. The product is: [Cl:1][C:2]1[CH:7]=[CH:6][C:5]([S:8]([C:11]([C:18]2[CH:23]=[C:22]([F:24])[CH:21]=[CH:20][C:19]=2[F:25])=[CH2:12])(=[O:10])=[O:9])=[CH:4][CH:3]=1. (5) The product is: [CH3:24][O:23][C:20]1[CH:19]=[CH:18][C:17]([N:16]2[C:2]3[C:3](=[O:8])[NH:4][CH2:5][CH2:6][C:7]=3[C:10]([S:11]([CH3:14])(=[O:13])=[O:12])=[N:15]2)=[CH:22][CH:21]=1. Given the reactants Cl[C:2]1[C:3](=[O:8])[NH:4][CH2:5][CH2:6][CH:7]=1.Cl/[C:10](=[N:15]\[NH:16][C:17]1[CH:22]=[CH:21][C:20]([O:23][CH3:24])=[CH:19][CH:18]=1)/[S:11]([CH3:14])(=[O:13])=[O:12].CCN(CC)CC.O, predict the reaction product. (6) Given the reactants Cl[C:2]1[N:6]([CH2:7][CH2:8][CH2:9][C:10]([O:12][CH2:13][CH3:14])=[O:11])[C:5]2[C:15]([CH:20]([CH2:23][CH3:24])[CH2:21][CH3:22])=[CH:16][CH:17]=[C:18]([Cl:19])[C:4]=2[N:3]=1.[Br:25][C:26]1[CH:32]=[C:31]([C:33]([F:36])([F:35])[F:34])[CH:30]=[CH:29][C:27]=1[NH2:28].O.C1(C)C=CC(S(O)(=O)=O)=CC=1.C(=O)([O-])O.[Na+], predict the reaction product. The product is: [Br:25][C:26]1[CH:32]=[C:31]([C:33]([F:35])([F:36])[F:34])[CH:30]=[CH:29][C:27]=1[NH:28][C:2]1[N:6]([CH2:7][CH2:8][CH2:9][C:10]([O:12][CH2:13][CH3:14])=[O:11])[C:5]2[C:15]([CH:20]([CH2:23][CH3:24])[CH2:21][CH3:22])=[CH:16][CH:17]=[C:18]([Cl:19])[C:4]=2[N:3]=1. (7) Given the reactants [OH-].[Na+:2].[C:3]([CH2:5][C:6]([O:8][CH2:9][CH3:10])=[O:7])#[N:4].[C:11](=[S:13])=[S:12], predict the reaction product. The product is: [C:3]([C:5]([C:6]([O:8][CH2:9][CH3:10])=[O:7])=[C:11]([S-:13])[S-:12])#[N:4].[Na+:2].[Na+:2].